This data is from Catalyst prediction with 721,799 reactions and 888 catalyst types from USPTO. The task is: Predict which catalyst facilitates the given reaction. Reactant: [CH3:1][O:2][C:3]1[CH:4]=[C:5]2[C:10](=[CH:11][C:12]=1[O:13][CH3:14])[N:9]=[CH:8][CH:7]=[C:6]2[O:15][C:16]1[C:22]([CH3:23])=[CH:21][C:19]([NH2:20])=[C:18]([CH3:24])[CH:17]=1.ClC(Cl)(O[C:29](=[O:35])[O:30][C:31](Cl)(Cl)Cl)Cl.[CH3:37][O:38][C:39]1[CH:44]=[CH:43][CH:42]=[C:41]([O:45][CH3:46])C=1O.C(=O)(O)[O-].[Na+]. Product: [CH3:1][O:2][C:3]1[CH:4]=[C:5]2[C:10](=[CH:11][C:12]=1[O:13][CH3:14])[N:9]=[CH:8][CH:7]=[C:6]2[O:15][C:16]1[C:22]([CH3:23])=[CH:21][C:19]([NH:20][C:29](=[O:35])[O:30][C:31]2[C:39]([O:38][CH3:37])=[CH:44][CH:43]=[CH:42][C:41]=2[O:45][CH3:46])=[C:18]([CH3:24])[CH:17]=1. The catalyst class is: 208.